Regression. Given two drug SMILES strings and cell line genomic features, predict the synergy score measuring deviation from expected non-interaction effect. From a dataset of NCI-60 drug combinations with 297,098 pairs across 59 cell lines. (1) Drug 1: C1=C(C(=O)NC(=O)N1)N(CCCl)CCCl. Drug 2: C1C(C(OC1N2C=C(C(=O)NC2=O)F)CO)O. Cell line: NCI-H460. Synergy scores: CSS=69.2, Synergy_ZIP=-1.32, Synergy_Bliss=-3.00, Synergy_Loewe=-3.22, Synergy_HSA=2.64. (2) Drug 1: CN(C)C1=NC(=NC(=N1)N(C)C)N(C)C. Drug 2: C1C(C(OC1N2C=NC3=C2NC=NCC3O)CO)O. Cell line: OVCAR-8. Synergy scores: CSS=-8.84, Synergy_ZIP=1.32, Synergy_Bliss=-4.69, Synergy_Loewe=-9.53, Synergy_HSA=-9.99.